The task is: Predict the reactants needed to synthesize the given product.. This data is from Full USPTO retrosynthesis dataset with 1.9M reactions from patents (1976-2016). (1) Given the product [F:14][C:13]1[C:8]([C:20]2[CH:21]=[CH:22][C:17]([OH:16])=[CH:18][CH:19]=2)=[N:9][CH:10]=[C:11]([F:15])[CH:12]=1, predict the reactants needed to synthesize it. The reactants are: C([O-])([O-])=O.[Na+].[Na+].Br[C:8]1[C:13]([F:14])=[CH:12][C:11]([F:15])=[CH:10][N:9]=1.[OH:16][C:17]1[CH:22]=[CH:21][C:20](B(O)O)=[CH:19][CH:18]=1. (2) Given the product [CH2:12]([O:11][C:9]([CH2:8][N:19]([C:38](=[O:39])[C:37]1[CH:41]=[CH:42][C:34]([F:33])=[CH:35][CH:36]=1)[C:20]1[CH:21]=[CH:22][C:23]([O:24][CH2:25][C:26]([O:28][CH2:29][CH3:30])=[O:27])=[CH:31][CH:32]=1)=[O:10])[C:13]1[CH:18]=[CH:17][CH:16]=[CH:15][CH:14]=1, predict the reactants needed to synthesize it. The reactants are: C(=O)([O-])[O-].[K+].[K+].Br[CH2:8][C:9]([O:11][CH2:12][C:13]1[CH:18]=[CH:17][CH:16]=[CH:15][CH:14]=1)=[O:10].[NH2:19][C:20]1[CH:32]=[CH:31][C:23]([O:24][CH2:25][C:26]([O:28][CH2:29][CH3:30])=[O:27])=[CH:22][CH:21]=1.[F:33][C:34]1[CH:42]=[CH:41][C:37]([C:38](Cl)=[O:39])=[CH:36][CH:35]=1.Cl. (3) Given the product [F:27][C@@H:15]1[C@H:14]([O:13][C:4]2[C:3]([CH3:28])=[C:2]([NH:1][C:38]([NH:53][CH2:52][C:50]3[CH:51]=[C:46]([CH2:45][O:44][CH3:43])[CH:47]=[CH:48][C:49]=3[O:54][C:55]([F:56])([F:57])[F:58])=[O:39])[N:6]([C:7]3[CH:12]=[CH:11][CH:10]=[CH:9][CH:8]=3)[N:5]=2)[CH2:19][CH2:18][N:17]([C:20]([O:22][C:23]([CH3:24])([CH3:25])[CH3:26])=[O:21])[CH2:16]1, predict the reactants needed to synthesize it. The reactants are: [NH2:1][C:2]1[N:6]([C:7]2[CH:12]=[CH:11][CH:10]=[CH:9][CH:8]=2)[N:5]=[C:4]([O:13][C@@H:14]2[CH2:19][CH2:18][N:17]([C:20]([O:22][C:23]([CH3:26])([CH3:25])[CH3:24])=[O:21])[CH2:16][C@@H:15]2[F:27])[C:3]=1[CH3:28].C1(C2C=CC([CH2:38][O:39]C)=CC=2CN)CC1.[CH3:43][O:44][CH2:45][C:46]1[CH:47]=[CH:48][C:49]([O:54][C:55]([F:58])([F:57])[F:56])=[C:50]([CH2:52][NH2:53])[CH:51]=1. (4) Given the product [C:1]([C:3]1[CH:4]=[CH:5][C:6]([N:9]2[CH2:14][CH2:13][CH2:12][C@H:11]([NH:15][C@@H:16]3[CH2:21][CH2:20][CH2:19][CH2:18][C@H:17]3[NH:22][C:23](=[O:35])[O:37][CH2:38][C:39]3[CH:40]=[CH:41][C:42]([C:45]([F:46])([F:47])[F:48])=[CH:43][CH:44]=3)[CH2:10]2)=[CH:7][CH:8]=1)#[N:2], predict the reactants needed to synthesize it. The reactants are: [C:1]([C:3]1[CH:8]=[CH:7][C:6]([N:9]2[CH2:14][CH2:13][CH2:12][C@H:11]([NH:15][C@@H:16]3[CH2:21][CH2:20][CH2:19][CH2:18][C@H:17]3[NH:22][C:23](=[O:35])CC3C4C(=CC=CC=4)N(C)C=3)[CH2:10]2)=[CH:5][CH:4]=1)#[N:2].C(Cl)(=O)[O:37][CH2:38][C:39]1[CH:44]=[CH:43][C:42]([C:45]([F:48])([F:47])[F:46])=[CH:41][CH:40]=1. (5) The reactants are: [C:1]([C:4]1[C:5]([CH:16]2[CH2:19][CH2:18][CH2:17]2)=[CH:6][C:7]([CH2:14][CH3:15])=[C:8]([CH:13]=1)[C:9]([O:11][CH3:12])=[O:10])(=[S:3])[NH2:2].I[CH3:21]. Given the product [CH:16]1([C:5]2[C:4]([C:1](=[NH:2])[S:3][CH3:21])=[CH:13][C:8]([C:9]([O:11][CH3:12])=[O:10])=[C:7]([CH2:14][CH3:15])[CH:6]=2)[CH2:17][CH2:18][CH2:19]1, predict the reactants needed to synthesize it. (6) Given the product [CH3:13][C:7]1[CH:8]=[C:9]([CH:10]=[CH:11][C:6]=1[N+:3]([O-:5])=[O:4])[O:12][CH2:15][CH2:16][CH2:17][NH:18][C:19](=[O:29])[C:20]1[C:21](=[CH:25][CH:26]=[CH:27][CH:28]=1)[C:22]([NH2:24])=[O:23], predict the reactants needed to synthesize it. The reactants are: [H-].[Na+].[N+:3]([C:6]1[C:7]([CH3:13])=[CH:8][C:9]([OH:12])=[CH:10][CH:11]=1)([O-:5])=[O:4].Br[CH2:15][CH2:16][CH2:17][NH:18][C:19](=[O:29])[C:20]1[C:21](=[CH:25][CH:26]=[CH:27][CH:28]=1)[C:22]([NH2:24])=[O:23].